This data is from Reaction yield outcomes from USPTO patents with 853,638 reactions. The task is: Predict the reaction yield, written as a fraction of the theoretical maximum amount of product (1.0 means a 100% yield; for example, 0.34 means a 34% yield). (1) The catalyst is CC(OC)(C)C. The product is [CH3:1][O:2][C:3](=[O:13])[C@@H:4]1[C:8]([CH3:10])([CH3:9])[C:7]([F:12])([F:11])[CH2:6][N:5]1[CH2:28][C:25]1[CH:26]=[CH:27][CH:22]=[CH:23][CH:24]=1. The reactants are [CH3:1][O:2][C:3](=[O:13])[C@@H:4]1[C:8]([CH3:10])([CH3:9])[C:7]([F:12])([F:11])[CH2:6][NH:5]1.C([O-])([O-])=O.[K+].[K+].CO.[CH:22]1[CH:27]=[CH:26][C:25]([CH2:28]Br)=[CH:24][CH:23]=1. The yield is 0.900. (2) The reactants are [Cl:1][C:2]1[N:10]=[C:9]([Cl:11])[CH:8]=[CH:7][C:3]=1[C:4]([OH:6])=[O:5].OS(O)(=O)=O.[CH3:17][CH2:18]O. No catalyst specified. The product is [Cl:1][C:2]1[N:10]=[C:9]([Cl:11])[CH:8]=[CH:7][C:3]=1[C:4]([O:6][CH2:17][CH3:18])=[O:5]. The yield is 0.852. (3) The reactants are [CH3:1][N:2]([CH3:29])[C:3]1[N:8]=[CH:7][C:6]([C:9]2[C:22]3[C:17](=[CH:18][C:19]([O:25][CH2:26][CH3:27])=[C:20]([O:23][CH3:24])[CH:21]=3)[C@@H:16]3[C@@H:11]([CH2:12][CH2:13][C@@H:14]([OH:28])[CH2:15]3)[N:10]=2)=[CH:5][N:4]=1.[O:30]=[C:31]([CH2:35][CH2:36][C:37]([OH:39])=[O:38])[C:32](O)=[O:33]. The catalyst is ClCCl. The product is [O:30]=[C:31]([CH2:35][CH2:36][C:37]([OH:39])=[O:38])[C:32]([O:28][C@@H:14]1[CH2:13][CH2:12][C@@H:11]2[C@@H:16]([C:17]3[C:22]([C:9]([C:6]4[CH:7]=[N:8][C:3]([N:2]([CH3:1])[CH3:29])=[N:4][CH:5]=4)=[N:10]2)=[CH:21][C:20]([O:23][CH3:24])=[C:19]([O:25][CH2:26][CH3:27])[CH:18]=3)[CH2:15]1)=[O:33]. The yield is 0.570. (4) The reactants are [CH3:1][C:2]1[CH:3]=[C:4](B(O)O)[S:5][CH:6]=1.[O:10]1[CH2:15][CH2:14][O:13][C:12]2[CH:16]=[C:17]([CH2:20][N:21]3[CH:26]=[C:25](I)[CH:24]=[CH:23][C:22]3=[O:28])[CH:18]=[CH:19][C:11]1=2.C(=O)([O-])[O-].[Na+].[Na+]. The catalyst is O1CCOCC1. The product is [O:10]1[CH2:15][CH2:14][O:13][C:12]2[CH:16]=[C:17]([CH2:20][N:21]3[CH:26]=[C:25]([C:4]4[S:5][CH:6]=[C:2]([CH3:1])[CH:3]=4)[CH:24]=[CH:23][C:22]3=[O:28])[CH:18]=[CH:19][C:11]1=2. The yield is 0.610. (5) The reactants are CN(CCN(C)C)C.[Li]CCCC.[CH3:14][S:15][C:16]1[CH:17]=[N:18][CH:19]=[CH:20][CH:21]=1.CN([CH:25]=[O:26])C.C(=O)(O)[O-].[Na+]. The catalyst is C(OCC)C. The product is [CH3:14][S:15][C:16]1[C:17]([CH:25]=[O:26])=[N:18][CH:19]=[CH:20][CH:21]=1. The yield is 0.190.